From a dataset of Catalyst prediction with 721,799 reactions and 888 catalyst types from USPTO. Predict which catalyst facilitates the given reaction. Reactant: [BH4-].[Ca+2].[BH4-].[Cl-].[Ca+2].[Cl-].[BH4-].[Na+].[CH2:9]([N:16]1[C:24]([C:25]2[CH:35]=[CH:34][C:28]([C:29](OCC)=[O:30])=[CH:27][CH:26]=2)=[C:23]2[C:18]([CH:19]=[CH:20][CH:21]=[CH:22]2)=[N:17]1)[C:10]1[CH:15]=[CH:14][CH:13]=[CH:12][CH:11]=1. Product: [CH2:9]([N:16]1[C:24]([C:25]2[CH:26]=[CH:27][C:28]([CH2:29][OH:30])=[CH:34][CH:35]=2)=[C:23]2[C:18]([CH:19]=[CH:20][CH:21]=[CH:22]2)=[N:17]1)[C:10]1[CH:11]=[CH:12][CH:13]=[CH:14][CH:15]=1. The catalyst class is: 1.